Dataset: Reaction yield outcomes from USPTO patents with 853,638 reactions. Task: Predict the reaction yield, written as a fraction of the theoretical maximum amount of product (1.0 means a 100% yield; for example, 0.34 means a 34% yield). The product is [NH2:11][C:5]1[CH:4]=[CH:3][C:2]([Cl:1])=[CH:10][C:6]=1[C:7]([OH:9])=[O:8]. The yield is 0.960. The reactants are [Cl:1][C:2]1[CH:3]=[CH:4][C:5]([N+:11]([O-])=O)=[C:6]([CH:10]=1)[C:7]([OH:9])=[O:8]. The catalyst is C(O)C.[Ni].